From a dataset of Full USPTO retrosynthesis dataset with 1.9M reactions from patents (1976-2016). Predict the reactants needed to synthesize the given product. (1) Given the product [Br:19][CH2:14][C:13]([C:11]1[O:12][C:8]2[C:7]([CH3:17])=[C:6]([CH3:18])[C:5]([O:4][C:1](=[O:3])[CH3:2])=[CH:16][C:9]=2[CH:10]=1)=[O:15], predict the reactants needed to synthesize it. The reactants are: [C:1]([O:4][C:5]1[C:6]([CH3:18])=[C:7]([CH3:17])[C:8]2[O:12][C:11]([C:13](=[O:15])[CH3:14])=[CH:10][C:9]=2[CH:16]=1)(=[O:3])[CH3:2].[Br:19]Br. (2) Given the product [F:11][C:12]1[C:13]([NH:27][C:8]([C:5]2[S:4][N:3]=[C:2]([Cl:1])[C:6]=2[Cl:7])=[O:10])=[N:14][C:15]([O:18][CH2:19][C:20]2[CH:21]=[CH:22][C:23]([F:26])=[CH:24][CH:25]=2)=[N:16][CH:17]=1, predict the reactants needed to synthesize it. The reactants are: [Cl:1][C:2]1[C:6]([Cl:7])=[C:5]([C:8]([OH:10])=O)[S:4][N:3]=1.[F:11][C:12]1[C:13]([NH2:27])=[N:14][C:15]([O:18][CH2:19][C:20]2[CH:25]=[CH:24][C:23]([F:26])=[CH:22][CH:21]=2)=[N:16][CH:17]=1.[Li+].C[Si]([N-][Si](C)(C)C)(C)C.ClN1C(Cl)=C(C(Cl)=O)SC1. (3) Given the product [Br:18][CH2:4]/[CH:3]=[CH:2]/[C:1]([O:6][Si:7]([CH3:10])([CH3:9])[CH3:8])=[O:5], predict the reactants needed to synthesize it. The reactants are: [C:1]([O:6][Si:7]([CH3:10])([CH3:9])[CH3:8])(=[O:5])/[CH:2]=[CH:3]/[CH3:4].C1C(=O)N([Br:18])C(=O)C1. (4) Given the product [OH:1][C:2]1([C:29]2[S:33][C:32]([O:41][CH:38]([CH3:40])[CH3:39])=[N:31][CH:30]=2)[CH2:7][CH2:6][CH:5]([N:8]2[CH2:11][CH:10]([NH:12][C:13]([CH2:15][NH:16][C:17](=[O:28])[C:18]3[CH:23]=[CH:22][CH:21]=[C:20]([C:24]([F:26])([F:25])[F:27])[CH:19]=3)=[O:14])[CH2:9]2)[CH2:4][CH2:3]1, predict the reactants needed to synthesize it. The reactants are: [OH:1][C:2]1([C:29]2[S:33][C:32](S(C)(=O)=O)=[N:31][CH:30]=2)[CH2:7][CH2:6][CH:5]([N:8]2[CH2:11][CH:10]([NH:12][C:13]([CH2:15][NH:16][C:17](=[O:28])[C:18]3[CH:23]=[CH:22][CH:21]=[C:20]([C:24]([F:27])([F:26])[F:25])[CH:19]=3)=[O:14])[CH2:9]2)[CH2:4][CH2:3]1.[CH:38]([O:41][Na])([CH3:40])[CH3:39]. (5) Given the product [NH2:11][CH2:10][CH:9]([C:4]1[CH:5]=[CH:6][C:7]([Cl:8])=[C:2]([Cl:1])[CH:3]=1)[CH:12]([C:13]1[C:14]([O:19][CH3:20])=[N:15][CH:16]=[CH:17][CH:18]=1)[OH:21], predict the reactants needed to synthesize it. The reactants are: [Cl:1][C:2]1[CH:3]=[C:4]([CH:9]([CH:12]([OH:21])[C:13]2[C:14]([O:19][CH3:20])=[N:15][CH:16]=[CH:17][CH:18]=2)[C:10]#[N:11])[CH:5]=[CH:6][C:7]=1[Cl:8].B. (6) Given the product [NH2:20][C@@H:17]([CH2:18][CH3:19])[C@@H:16]([C:28]1[CH:29]=[CH:30][CH:31]=[C:32]([O:5][CH3:4])[CH:33]=1)[OH:15], predict the reactants needed to synthesize it. The reactants are: Cl.N[C@@H](C)[C@@H:4](C1C=CC(OC)=CC=1)[OH:5].[O:15]=[C:16]([C:28]1[CH:33]=[CH:32][CH:31]=[CH:30][CH:29]=1)[C@@H:17]([NH:20]C(=O)OC(C)(C)C)[CH2:18][CH3:19]. (7) Given the product [Cl:12][C:9]1[N:10]=[C:11]2[C:6](=[CH:7][CH:8]=1)[N:5]=[CH:4][C:3]([C:13](=[O:16])[CH2:14][CH3:15])=[C:2]2[NH:17][C:18]1[CH:19]=[CH:20][C:21]([N:24]2[CH2:29][CH2:28][CH2:27][C@H:26]([NH:30][C:31](=[O:37])[O:32][C:33]([CH3:35])([CH3:34])[CH3:36])[CH2:25]2)=[N:22][CH:23]=1, predict the reactants needed to synthesize it. The reactants are: Cl[C:2]1[C:11]2[C:6](=[CH:7][CH:8]=[C:9]([Cl:12])[N:10]=2)[N:5]=[CH:4][C:3]=1[C:13](=[O:16])[CH2:14][CH3:15].[NH2:17][C:18]1[CH:19]=[CH:20][C:21]([N:24]2[CH2:29][CH2:28][CH2:27][C@H:26]([NH:30][C:31](=[O:37])[O:32][C:33]([CH3:36])([CH3:35])[CH3:34])[CH2:25]2)=[N:22][CH:23]=1. (8) Given the product [CH3:1][C:2]1([CH3:10])[CH2:7][CH2:6][CH2:5][C:4]([CH3:9])([CH3:8])[N:3]1[C:22]1[CH:27]=[CH:26][CH:25]=[C:24]([N:3]2[C:4]([CH3:9])([CH3:8])[CH2:5][CH2:6][CH2:7][C:2]2([CH3:10])[CH3:1])[N:23]=1, predict the reactants needed to synthesize it. The reactants are: [CH3:1][C:2]1([CH3:10])[CH2:7][CH2:6][CH2:5][C:4]([CH3:9])([CH3:8])[NH:3]1.[K].C[Si]([N-][Si](C)(C)C)(C)C.Br[C:22]1[CH:27]=[CH:26][CH:25]=[C:24](Br)[N:23]=1.